Dataset: Peptide-MHC class II binding affinity with 134,281 pairs from IEDB. Task: Regression. Given a peptide amino acid sequence and an MHC pseudo amino acid sequence, predict their binding affinity value. This is MHC class II binding data. (1) The peptide sequence is AFILDGDNLFPFV. The binding affinity (normalized) is 0.762. The MHC is DRB1_0401 with pseudo-sequence DRB1_0401. (2) The peptide sequence is EKKYTAATQFEPLAA. The MHC is HLA-DQA10501-DQB10301 with pseudo-sequence HLA-DQA10501-DQB10301. The binding affinity (normalized) is 0.220. (3) The MHC is DRB1_0701 with pseudo-sequence DRB1_0701. The peptide sequence is THFPFDEQNCSMK. The binding affinity (normalized) is 0. (4) The peptide sequence is TLTYRMLEPTRVVNW. The MHC is HLA-DQA10501-DQB10402 with pseudo-sequence HLA-DQA10501-DQB10402. The binding affinity (normalized) is 0.661. (5) The peptide sequence is SQDLELSYNLNGLQAY. The MHC is HLA-DQA10101-DQB10501 with pseudo-sequence HLA-DQA10101-DQB10501. The binding affinity (normalized) is 0.261.